This data is from Reaction yield outcomes from USPTO patents with 853,638 reactions. The task is: Predict the reaction yield, written as a fraction of the theoretical maximum amount of product (1.0 means a 100% yield; for example, 0.34 means a 34% yield). (1) The reactants are [CH3:1][CH:2]([C:4]1[C:12]2[C:7](=[C:8]([N+:18]([O-])=O)[CH:9]=[C:10]([C:13]([O:15][CH2:16][CH3:17])=[O:14])[CH:11]=2)[NH:6][CH:5]=1)[CH3:3]. The catalyst is CO.O.[Pd]. The product is [NH2:18][C:8]1[CH:9]=[C:10]([C:13]([O:15][CH2:16][CH3:17])=[O:14])[CH:11]=[C:12]2[C:7]=1[NH:6][CH:5]=[C:4]2[CH:2]([CH3:3])[CH3:1]. The yield is 0.210. (2) The reactants are [NH:1]1[CH2:6][CH2:5][CH:4]([N:7]2[C:11]3[CH:12]=[CH:13][CH:14]=[CH:15][C:10]=3[NH:9][C:8]2=[S:16])[CH2:3][CH2:2]1.N1C=CC=CC=1.[CH2:23]([C:27]1[CH:35]=[CH:34][C:30]([C:31](Cl)=[O:32])=[CH:29][CH:28]=1)[CH2:24][CH2:25][CH3:26]. The catalyst is C(Cl)Cl. The product is [CH2:23]([C:27]1[CH:28]=[CH:29][C:30]([C:31]([N:1]2[CH2:2][CH2:3][CH:4]([N:7]3[C:11]4[CH:12]=[CH:13][CH:14]=[CH:15][C:10]=4[NH:9][C:8]3=[S:16])[CH2:5][CH2:6]2)=[O:32])=[CH:34][CH:35]=1)[CH2:24][CH2:25][CH3:26]. The yield is 0.860. (3) The reactants are C([O:3][C:4]([CH2:6][N:7]([C:31]1[CH:36]=[CH:35][CH:34]=[C:33]([CH2:37][N:38]2[CH2:43][CH2:42][CH2:41][CH2:40][CH2:39]2)[CH:32]=1)[C:8](=[O:30])[CH2:9][CH2:10][N:11]1[CH2:15][CH2:14][N:13]([CH2:16][C:17]2[CH:22]=[C:21]([CH3:23])[CH:20]=[C:19]([CH3:24])[CH:18]=2)[C:12]1=[C:25]([C:28]#[N:29])[C:26]#[N:27])=[O:5])C.[OH-].[Li+].CO. The catalyst is O1CCCC1. The product is [C:4]([CH2:6][N:7]([C:31]1[CH:36]=[CH:35][CH:34]=[C:33]([CH2:37][N:38]2[CH2:43][CH2:42][CH2:41][CH2:40][CH2:39]2)[CH:32]=1)[C:8](=[O:30])[CH2:9][CH2:10][N:11]1[CH2:15][CH2:14][N:13]([CH2:16][C:17]2[CH:18]=[C:19]([CH3:24])[CH:20]=[C:21]([CH3:23])[CH:22]=2)[C:12]1=[C:25]([C:26]#[N:27])[C:28]#[N:29])([OH:5])=[O:3]. The yield is 0.600. (4) The reactants are [CH2:1]([O:8][C:9]1[CH:10]=[C:11]([C:23]2[O:24][C:25]3[CH:34]=[CH:33][C:32]([NH2:35])=[CH:31][C:26]=3[C:27](=[O:30])[C:28]=2[OH:29])[CH:12]=[CH:13][C:14]=1[O:15][CH2:16][C:17]1[CH:22]=[CH:21][CH:20]=[CH:19][CH:18]=1)[C:2]1[CH:7]=[CH:6][CH:5]=[CH:4][CH:3]=1.[C:36](#[N:38])[CH3:37]. No catalyst specified. The product is [CH2:1]([O:8][C:9]1[CH:10]=[C:11]([C:23]2[O:24][C:25]3[CH:34]=[CH:33][C:32]([NH:35][C:36](=[NH:38])[CH3:37])=[CH:31][C:26]=3[C:27](=[O:30])[C:28]=2[OH:29])[CH:12]=[CH:13][C:14]=1[O:15][CH2:16][C:17]1[CH:22]=[CH:21][CH:20]=[CH:19][CH:18]=1)[C:2]1[CH:7]=[CH:6][CH:5]=[CH:4][CH:3]=1. The yield is 0.920. (5) The reactants are [C:1]([C:4]1[CH:5]=[C:6]([NH:10][C:11]([NH:13][C@@H:14]2[CH2:19][CH2:18][NH:17][CH2:16][C@@H:15]2[CH2:20][N:21]2[CH2:26][CH2:25][CH2:24][C@@H:23]([CH2:27][C:28]3[CH:33]=[CH:32][C:31]([F:34])=[CH:30][CH:29]=3)[CH2:22]2)=[O:12])[CH:7]=[CH:8][CH:9]=1)(=[O:3])[CH3:2].C(N(CC)CC)C.[C:42](Cl)(=[O:47])[C:43]([CH3:46])([CH3:45])[CH3:44]. The catalyst is ClCCl. The product is [C:1]([C:4]1[CH:5]=[C:6]([NH:10][C:11]([NH:13][C@@H:14]2[CH2:19][CH2:18][N:17]([C:42](=[O:47])[C:43]([CH3:46])([CH3:45])[CH3:44])[CH2:16][C@H:15]2[CH2:20][N:21]2[CH2:26][CH2:25][CH2:24][C@@H:23]([CH2:27][C:28]3[CH:29]=[CH:30][C:31]([F:34])=[CH:32][CH:33]=3)[CH2:22]2)=[O:12])[CH:7]=[CH:8][CH:9]=1)(=[O:3])[CH3:2]. The yield is 0.380. (6) The reactants are [Br:1][C:2]1[S:3][CH:4]=[C:5]([CH:7]=O)[N:6]=1.[F:9][C:10]1[CH:16]=[CH:15][C:13]([NH2:14])=[CH:12][CH:11]=1.C(O)(=O)C.C(O[BH-](OC(=O)C)OC(=O)C)(=O)C.[Na+]. The catalyst is ClCCl. The product is [Br:1][C:2]1[S:3][CH:4]=[C:5]([CH2:7][NH:14][C:13]2[CH:15]=[CH:16][C:10]([F:9])=[CH:11][CH:12]=2)[N:6]=1. The yield is 0.620. (7) The reactants are [Cl:1][C:2]1[CH:7]=[CH:6][N:5]=[C:4]2[CH:8]=[CH:9][S:10][C:3]=12.ClC1C=CN=C2C=C(C3N=CN(C)C=3)SC=12.I[C:28]1[CH:29]=[N:30][N:31]([CH2:33][CH2:34][N:35]([CH3:43])[C:36](=[O:42])[O:37][C:38]([CH3:41])([CH3:40])[CH3:39])[CH:32]=1. No catalyst specified. The product is [Cl:1][C:2]1[CH:7]=[CH:6][N:5]=[C:4]2[CH:8]=[C:9]([C:28]3[CH:29]=[N:30][N:31]([CH2:33][CH2:34][N:35]([CH3:43])[C:36](=[O:42])[O:37][C:38]([CH3:39])([CH3:40])[CH3:41])[CH:32]=3)[S:10][C:3]=12. The yield is 0.750.